This data is from Peptide-MHC class I binding affinity with 185,985 pairs from IEDB/IMGT. The task is: Regression. Given a peptide amino acid sequence and an MHC pseudo amino acid sequence, predict their binding affinity value. This is MHC class I binding data. (1) The peptide sequence is KTSVGVNMCT. The MHC is HLA-B58:01 with pseudo-sequence HLA-B58:01. The binding affinity (normalized) is 0.306. (2) The peptide sequence is NYNYKYRYL. The MHC is HLA-A01:01 with pseudo-sequence HLA-A01:01. The binding affinity (normalized) is 0.